Dataset: KCNQ2 potassium channel screen with 302,405 compounds. Task: Binary Classification. Given a drug SMILES string, predict its activity (active/inactive) in a high-throughput screening assay against a specified biological target. (1) The drug is O=c1n2[nH]c(c3ccc(C(C)(C)C)cc3)cc2nc(c1)C. The result is 0 (inactive). (2) The drug is O(c1cc(CCNC(=O)COC(=O)Cn2nc(c([N+]([O-])=O)c2C)C)ccc1OCC)CC. The result is 0 (inactive). (3) The molecule is Brc1ccc(S(=O)(=O)NC(C(=O)NC2CCCCCC2)C)cc1. The result is 0 (inactive). (4) The molecule is o1c(C(=O)N2C(CN(CC2)C)C(C)C)c(c2c1ccc(c2)C)C. The result is 0 (inactive). (5) The result is 0 (inactive). The compound is O(C1C(C2C(CN3C(C2)c2[nH]c4c(c2CC3)ccc(OC)c4)CC1OC(=O)c1ccc(N)cc1)C(OC)=O)C.